From a dataset of Forward reaction prediction with 1.9M reactions from USPTO patents (1976-2016). Predict the product of the given reaction. (1) Given the reactants [CH2:1]([O:5][C:6]1[N:14]=[C:13]2[C:9]([N:10]=[C:11]([O:24]C)[N:12]2[CH2:15][CH2:16][CH2:17][CH:18]2[CH2:23][CH2:22][NH:21][CH2:20][CH2:19]2)=[C:8]([NH2:26])[N:7]=1)[CH2:2][CH2:3][CH3:4].I[CH2:28][CH2:29][CH:30]1[CH2:35][CH2:34][CH2:33][CH2:32][CH2:31]1, predict the reaction product. The product is: [NH2:26][C:8]1[N:7]=[C:6]([O:5][CH2:1][CH2:2][CH2:3][CH3:4])[N:14]=[C:13]2[C:9]=1[NH:10][C:11](=[O:24])[N:12]2[CH2:15][CH2:16][CH2:17][CH:18]1[CH2:19][CH2:20][N:21]([CH2:28][CH2:29][CH:30]2[CH2:35][CH2:34][CH2:33][CH2:32][CH2:31]2)[CH2:22][CH2:23]1. (2) Given the reactants [Cl:1][C:2]1[C:7]([NH2:8])=[CH:6][CH:5]=[CH:4][N:3]=1.[CH3:9][C:10]([O:13][C:14](O[C:14]([O:13][C:10]([CH3:12])([CH3:11])[CH3:9])=[O:15])=[O:15])([CH3:12])[CH3:11], predict the reaction product. The product is: [Cl:1][C:2]1[C:7]([NH:8][C:14](=[O:15])[O:13][C:10]([CH3:12])([CH3:11])[CH3:9])=[CH:6][CH:5]=[CH:4][N:3]=1.